Dataset: Full USPTO retrosynthesis dataset with 1.9M reactions from patents (1976-2016). Task: Predict the reactants needed to synthesize the given product. Given the product [Cl:1][C:2]1[C:3](=[O:25])[N:4]([CH3:24])[CH:5]=[C:6]([C:9]([N:11]2[CH2:16][CH2:15][CH:14]([C:17]3[CH:22]=[CH:21][C:20]([F:23])=[CH:19][CH:18]=3)[CH2:13][CH2:12]2)=[O:10])[C:7]=1[NH:30][C:29]1[CH:31]=[CH:32][C:33]([S:34][CH3:35])=[C:27]([Cl:26])[CH:28]=1, predict the reactants needed to synthesize it. The reactants are: [Cl:1][C:2]1[C:3](=[O:25])[N:4]([CH3:24])[CH:5]=[C:6]([C:9]([N:11]2[CH2:16][CH2:15][CH:14]([C:17]3[CH:22]=[CH:21][C:20]([F:23])=[CH:19][CH:18]=3)[CH2:13][CH2:12]2)=[O:10])[C:7]=1Cl.[Cl:26][C:27]1[CH:28]=[C:29]([CH:31]=[CH:32][C:33]=1[S:34][CH3:35])[NH2:30].